Dataset: Reaction yield outcomes from USPTO patents with 853,638 reactions. Task: Predict the reaction yield, written as a fraction of the theoretical maximum amount of product (1.0 means a 100% yield; for example, 0.34 means a 34% yield). (1) The reactants are [Cl:1][C:2]1[CH:7]=[CH:6][C:5]([N+:8]([O-])=O)=[CH:4][C:3]=1[C:11]1[CH:16]=[CH:15][CH:14]=[CH:13][N:12]=1.Cl[Sn]Cl.Cl. The catalyst is CCO. The product is [Cl:1][C:2]1[CH:7]=[CH:6][C:5]([NH2:8])=[CH:4][C:3]=1[C:11]1[CH:16]=[CH:15][CH:14]=[CH:13][N:12]=1. The yield is 0.940. (2) The reactants are Br[C:2]1[CH:15]=[CH:14][CH:13]=[CH:12][C:3]=1[CH2:4][NH:5][C:6](=[O:11])[C:7]([F:10])([F:9])[F:8].CC1(C)C(C)(C)OB([C:24]2[CH:30]=[CH:29][C:27]([NH2:28])=[CH:26][CH:25]=2)O1.C1C=CC(P(C2C=CC=CC=2)C2C=CC=CC=2)=CC=1.C([O-])([O-])=O.[K+].[K+]. The catalyst is CN(C=O)C.CC([O-])=O.CC([O-])=O.[Pd+2]. The product is [NH2:28][C:27]1[CH:29]=[CH:30][C:24]([C:2]2[CH:15]=[CH:14][CH:13]=[CH:12][C:3]=2[CH2:4][NH:5][C:6](=[O:11])[C:7]([F:10])([F:9])[F:8])=[CH:25][CH:26]=1. The yield is 0.490. (3) The reactants are [CH3:1][O:2][C:3]1[CH:8]=[C:7]([O:9][CH3:10])[CH:6]=[C:5]([O:11][CH3:12])[C:4]=1[CH2:13]O.[Br:15][C:16]1[CH:21]=[CH:20][CH:19]=[CH:18][C:17]=1[SH:22].C(O)(C(F)(F)F)=O.C([O-])(O)=O.[Na+]. The catalyst is C(Cl)Cl. The product is [Br:15][C:16]1[CH:21]=[CH:20][CH:19]=[CH:18][C:17]=1[S:22][CH2:13][C:4]1[C:5]([O:11][CH3:12])=[CH:6][C:7]([O:9][CH3:10])=[CH:8][C:3]=1[O:2][CH3:1]. The yield is 0.890.